Task: Predict the reactants needed to synthesize the given product.. Dataset: Full USPTO retrosynthesis dataset with 1.9M reactions from patents (1976-2016) (1) Given the product [CH3:6][C:7]([CH3:34])=[CH:2][CH2:1][N:8]1[C:13](=[O:14])[C:12]([C:15]2[CH:20]=[CH:19][C:18]([F:21])=[CH:17][CH:16]=2)=[C:11]([C:22]2[CH:27]=[CH:26][C:25]([S:28]([NH2:31])(=[O:29])=[O:30])=[C:24]([F:32])[CH:23]=2)[CH:10]=[N:9]1, predict the reactants needed to synthesize it. The reactants are: [CH2:1]([N:8]1[C:13](=[O:14])[C:12]([C:15]2[CH:20]=[CH:19][C:18]([F:21])=[CH:17][CH:16]=2)=[C:11]([C:22]2[CH:27]=[CH:26][C:25]([S:28]([NH2:31])(=[O:30])=[O:29])=[C:24]([F:32])[CH:23]=2)[CH:10]=[N:9]1)[C:2]1[CH:7]=[CH:6]C=CC=1.Br[CH2:34]C=C(C)C. (2) Given the product [OH:1][CH2:2][CH:3]([O:6]/[N:7]=[C:8](/[C:35]1[CH:40]=[CH:39][C:38]2[N:33]([C:32]([CH2:31][C:27]3[CH:26]=[C:25]4[C:30](=[CH:29][CH:28]=3)[N:21]=[CH:22][CH:23]=[CH:24]4)=[N:36][N:37]=2)[N:34]=1)\[CH3:9])[CH2:4][OH:5], predict the reactants needed to synthesize it. The reactants are: [OH:1][CH2:2][CH:3]([O:6][N:7]1C(=O)C2[C:9](=CC=CC=2)[C:8]1=O)[CH2:4][OH:5].O.NN.[N:21]1[C:30]2[C:25](=[CH:26][C:27]([CH2:31][C:32]3[N:36]4[N:37]=[C:38](C(=O)C)[CH:39]=[CH:40][C:35]4=[N:34][N:33]=3)=[CH:28][CH:29]=2)[CH:24]=[CH:23][CH:22]=1. (3) Given the product [CH:33]1([N:30]2[CH2:31][CH2:32][N:27]([C:25](=[O:26])[CH2:24][N:13]3[CH2:12][CH2:11][C:4]4[C:5]5[C:6]([N:2]([CH3:1])[C:3]=4[CH2:14]3)=[N:7][CH:8]=[CH:9][CH:10]=5)[CH2:28][CH2:29]2)[CH2:36][CH2:35][CH2:34]1, predict the reactants needed to synthesize it. The reactants are: [CH3:1][N:2]1[C:6]2=[N:7][CH:8]=[CH:9][CH:10]=[C:5]2[C:4]2[CH2:11][CH2:12][NH:13][CH2:14][C:3]1=2.[Na+].[I-].C([O-])([O-])=O.[K+].[K+].Cl[CH2:24][C:25]([N:27]1[CH2:32][CH2:31][N:30]([CH:33]2[CH2:36][CH2:35][CH2:34]2)[CH2:29][CH2:28]1)=[O:26]. (4) The reactants are: Cl.O1CCOCC1.[CH2:8]([O:10][C:11]1[CH:12]=[C:13]([CH:16]=[CH:17][C:18]=1[O:19][CH2:20][CH3:21])[C:14]#[N:15])[CH3:9].CO.C([O-])([O-])=O.[Na+].[Na+].[N:30]1[CH:35]=[CH:34][C:33]([C:36]([NH:38][NH2:39])=O)=[CH:32][CH:31]=1. Given the product [CH2:8]([O:10][C:11]1[CH:12]=[C:13]([C:14]2[NH:15][C:36]([C:33]3[CH:34]=[CH:35][N:30]=[CH:31][CH:32]=3)=[N:38][N:39]=2)[CH:16]=[CH:17][C:18]=1[O:19][CH2:20][CH3:21])[CH3:9], predict the reactants needed to synthesize it. (5) Given the product [CH3:1][O:2][C:3]([C:5]1[S:9][C:8]2[CH:10]=[C:11]([OH:14])[CH:12]=[CH:13][C:7]=2[CH:6]=1)=[O:4], predict the reactants needed to synthesize it. The reactants are: [CH3:1][O:2][C:3]([C:5]1[S:9][C:8]2[CH:10]=[C:11]([O:14]C)[CH:12]=[CH:13][C:7]=2[CH:6]=1)=[O:4].B(Br)(Br)Br.